Task: Regression. Given two drug SMILES strings and cell line genomic features, predict the synergy score measuring deviation from expected non-interaction effect.. Dataset: NCI-60 drug combinations with 297,098 pairs across 59 cell lines (1) Drug 2: C1=NC(=NC(=O)N1C2C(C(C(O2)CO)O)O)N. Cell line: NCI-H322M. Synergy scores: CSS=-6.06, Synergy_ZIP=3.68, Synergy_Bliss=5.91, Synergy_Loewe=-23.5, Synergy_HSA=-14.1. Drug 1: CC1=C(C=C(C=C1)C(=O)NC2=CC(=CC(=C2)C(F)(F)F)N3C=C(N=C3)C)NC4=NC=CC(=N4)C5=CN=CC=C5. (2) Drug 1: C1=NC2=C(N1)C(=S)N=C(N2)N. Drug 2: N.N.Cl[Pt+2]Cl. Cell line: EKVX. Synergy scores: CSS=24.0, Synergy_ZIP=-7.10, Synergy_Bliss=-10.2, Synergy_Loewe=-18.8, Synergy_HSA=-10.5. (3) Drug 2: C(CN)CNCCSP(=O)(O)O. Drug 1: CC(C)CN1C=NC2=C1C3=CC=CC=C3N=C2N. Cell line: RPMI-8226. Synergy scores: CSS=-0.508, Synergy_ZIP=-3.08, Synergy_Bliss=-8.61, Synergy_Loewe=-4.16, Synergy_HSA=-7.90. (4) Drug 1: CC1=C(C(=CC=C1)Cl)NC(=O)C2=CN=C(S2)NC3=CC(=NC(=N3)C)N4CCN(CC4)CCO. Drug 2: C1=CC=C(C(=C1)C(C2=CC=C(C=C2)Cl)C(Cl)Cl)Cl. Cell line: HT29. Synergy scores: CSS=7.70, Synergy_ZIP=-3.72, Synergy_Bliss=1.43, Synergy_Loewe=-12.0, Synergy_HSA=-0.957. (5) Drug 1: C1=C(C(=O)NC(=O)N1)F. Drug 2: CCN(CC)CCNC(=O)C1=C(NC(=C1C)C=C2C3=C(C=CC(=C3)F)NC2=O)C. Cell line: COLO 205. Synergy scores: CSS=56.6, Synergy_ZIP=-2.64, Synergy_Bliss=-8.30, Synergy_Loewe=-10.3, Synergy_HSA=-10.0. (6) Drug 1: C1=NNC2=C1C(=O)NC=N2. Drug 2: C1CN(P(=O)(OC1)NCCCl)CCCl. Cell line: T-47D. Synergy scores: CSS=-5.93, Synergy_ZIP=3.71, Synergy_Bliss=1.52, Synergy_Loewe=-2.68, Synergy_HSA=-4.94. (7) Drug 1: C1C(C(OC1N2C=C(C(=O)NC2=O)F)CO)O. Drug 2: COCCOC1=C(C=C2C(=C1)C(=NC=N2)NC3=CC=CC(=C3)C#C)OCCOC.Cl. Cell line: NCI-H522. Synergy scores: CSS=9.39, Synergy_ZIP=-4.48, Synergy_Bliss=-3.25, Synergy_Loewe=-2.58, Synergy_HSA=-2.41. (8) Drug 2: C1=C(C(=O)NC(=O)N1)F. Cell line: A498. Drug 1: CC1=C(C=C(C=C1)NC2=NC=CC(=N2)N(C)C3=CC4=NN(C(=C4C=C3)C)C)S(=O)(=O)N.Cl. Synergy scores: CSS=51.6, Synergy_ZIP=-0.581, Synergy_Bliss=-3.12, Synergy_Loewe=-7.95, Synergy_HSA=-4.99. (9) Drug 1: C1=CC(=CC=C1CC(C(=O)O)N)N(CCCl)CCCl.Cl. Drug 2: C1C(C(OC1N2C=C(C(=O)NC2=O)F)CO)O. Cell line: NCI-H460. Synergy scores: CSS=63.6, Synergy_ZIP=0.115, Synergy_Bliss=-2.29, Synergy_Loewe=-4.09, Synergy_HSA=1.63. (10) Drug 1: CC1CCC2CC(C(=CC=CC=CC(CC(C(=O)C(C(C(=CC(C(=O)CC(OC(=O)C3CCCCN3C(=O)C(=O)C1(O2)O)C(C)CC4CCC(C(C4)OC)O)C)C)O)OC)C)C)C)OC. Drug 2: CC12CCC3C(C1CCC2OP(=O)(O)O)CCC4=C3C=CC(=C4)OC(=O)N(CCCl)CCCl.[Na+]. Cell line: HCT116. Synergy scores: CSS=34.2, Synergy_ZIP=4.99, Synergy_Bliss=4.57, Synergy_Loewe=4.13, Synergy_HSA=6.63.